Dataset: Full USPTO retrosynthesis dataset with 1.9M reactions from patents (1976-2016). Task: Predict the reactants needed to synthesize the given product. Given the product [S:1]1[C:5]2[CH:6]=[C:7]([N:10]3[CH2:14][CH2:13][N:12]([C:21]4[CH:20]=[N:19][CH:18]=[CH:17][C:22]=4[CH:23]([O:26][CH3:27])[O:24][CH3:25])[C:11]3=[O:15])[CH:8]=[CH:9][C:4]=2[N:3]=[CH:2]1, predict the reactants needed to synthesize it. The reactants are: [S:1]1[C:5]2[CH:6]=[C:7]([N:10]3[CH2:14][CH2:13][NH:12][C:11]3=[O:15])[CH:8]=[CH:9][C:4]=2[N:3]=[CH:2]1.Br[C:17]1[CH:18]=[N:19][CH:20]=[CH:21][C:22]=1[CH:23]([O:26][CH3:27])[O:24][CH3:25].N[C@@H]1CCCC[C@H]1N.P([O-])([O-])([O-])=O.[K+].[K+].[K+].